This data is from Forward reaction prediction with 1.9M reactions from USPTO patents (1976-2016). The task is: Predict the product of the given reaction. (1) Given the reactants [H-].[Al+3].[Li+].[H-].[H-].[H-].[NH2:7][C:8]1[N:13]=[C:12]([C:14]2[CH:27]=[CH:26][C:17]([O:18][CH:19]([CH3:25])[C:20]([N:22]([CH3:24])[CH3:23])=O)=[CH:16][C:15]=2[CH:28]2[CH2:30][CH2:29]2)[CH:11]=[CH:10][CH:9]=1, predict the reaction product. The product is: [CH:28]1([C:15]2[CH:16]=[C:17]([O:18][CH:19]([CH3:25])[CH2:20][N:22]([CH3:24])[CH3:23])[CH:26]=[CH:27][C:14]=2[C:12]2[N:13]=[C:8]([NH2:7])[CH:9]=[CH:10][CH:11]=2)[CH2:30][CH2:29]1. (2) Given the reactants [CH:1]1([N:4]([CH2:39][C:40]2[CH:45]=[C:44]([CH2:46][CH2:47][CH2:48][O:49][CH3:50])[CH:43]=[C:42]([OH:51])[CH:41]=2)[C:5]([C@@H:7]2[C@@H:12]([C:13]3[CH:18]=[CH:17][C:16]([O:19][CH2:20][CH2:21][O:22][C:23]4[C:28]([Cl:29])=[CH:27][C:26]([CH3:30])=[CH:25][C:24]=4[Cl:31])=[CH:15][CH:14]=3)[CH2:11][CH2:10][N:9]([C:32]([O:34][C:35]([CH3:38])([CH3:37])[CH3:36])=[O:33])[CH2:8]2)=[O:6])[CH2:3][CH2:2]1.Cl[CH2:53][CH2:54][O:55][CH:56]1[CH2:58][CH2:57]1.C(=O)([O-])[O-].[Cs+].[Cs+], predict the reaction product. The product is: [CH:1]1([N:4]([CH2:39][C:40]2[CH:45]=[C:44]([CH2:46][CH2:47][CH2:48][O:49][CH3:50])[CH:43]=[C:42]([O:51][CH2:53][CH2:54][O:55][CH:56]3[CH2:58][CH2:57]3)[CH:41]=2)[C:5]([C@@H:7]2[C@@H:12]([C:13]3[CH:14]=[CH:15][C:16]([O:19][CH2:20][CH2:21][O:22][C:23]4[C:28]([Cl:29])=[CH:27][C:26]([CH3:30])=[CH:25][C:24]=4[Cl:31])=[CH:17][CH:18]=3)[CH2:11][CH2:10][N:9]([C:32]([O:34][C:35]([CH3:38])([CH3:37])[CH3:36])=[O:33])[CH2:8]2)=[O:6])[CH2:3][CH2:2]1. (3) The product is: [Cl:1][C:2]1[CH:10]=[C:9]2[C:5]([C:6]([CH2:18][C:19]3[CH:24]=[CH:23][CH:22]=[C:21]([Cl:25])[CH:20]=3)([CH:12]3[CH2:30][CH2:29][N:28]([C:33]([C:34]4[CH:39]=[CH:38][N:37]=[CH:36][CH:35]=4)=[O:40])[CH2:31][CH2:32]3)[C:7](=[O:11])[NH:8]2)=[CH:4][CH:3]=1. Given the reactants [Cl:1][C:2]1[CH:10]=[C:9]2[C:5]([C:6]([CH2:18][C:19]3[CH:24]=[CH:23][CH:22]=[C:21]([Cl:25])[CH:20]=3)([CH:12]3CCCNC3)[C:7](=[O:11])[NH:8]2)=[CH:4][CH:3]=1.C([N:28]([CH2:31][CH3:32])[CH2:29][CH3:30])C.[C:33](Cl)(=[O:40])[C:34]1[CH:39]=[CH:38][N:37]=[CH:36][CH:35]=1, predict the reaction product. (4) Given the reactants [CH3:1][O:2][C:3]1[CH:4]=[C:5]([CH:33]=[CH:34][C:35]=1[O:36][CH3:37])[CH2:6][CH:7]1[C:16]2[C:11](=[CH:12][C:13]([O:18][CH3:19])=[C:14]([OH:17])[CH:15]=2)[CH2:10][CH2:9][N:8]1[CH2:20][C:21]([NH:23][CH:24]1[C:32]2[C:27](=[CH:28][CH:29]=[CH:30][CH:31]=2)[CH2:26][CH2:25]1)=[O:22].[CH:38]1(Br)[CH2:43][CH2:42][CH2:41][CH2:40][CH2:39]1, predict the reaction product. The product is: [CH3:1][O:2][C:3]1[CH:4]=[C:5]([CH:33]=[CH:34][C:35]=1[O:36][CH3:37])[CH2:6][CH:7]1[C:16]2[C:11](=[CH:12][C:13]([O:18][CH3:19])=[C:14]([O:17][CH:38]3[CH2:43][CH2:42][CH2:41][CH2:40][CH2:39]3)[CH:15]=2)[CH2:10][CH2:9][N:8]1[CH2:20][C:21]([NH:23][CH:24]1[C:32]2[C:27](=[CH:28][CH:29]=[CH:30][CH:31]=2)[CH2:26][CH2:25]1)=[O:22]. (5) Given the reactants [CH3:1][N:2]1[C@@H:11]([C@H:12]2[O:21][C:19](=[O:20])[C:18]3[C:17]([O:22]C)=[C:16]([O:24][CH3:25])[CH:15]=[CH:14][C:13]2=3)[C:10]2[C:9]([O:26][CH3:27])=[C:8]3[O:28][CH2:29][O:30][C:7]3=[CH:6][C:5]=2[CH2:4][CH2:3]1.[N-]=[N+]=[N-].[Na+].[I-].[Na+], predict the reaction product. The product is: [OH:22][C:17]1[C:16]([O:24][CH3:25])=[CH:15][CH:14]=[C:13]2[C:18]=1[C:19](=[O:20])[O:21][C@@H:12]2[C@H:11]1[C:10]2[C:9]([O:26][CH3:27])=[C:8]3[O:28][CH2:29][O:30][C:7]3=[CH:6][C:5]=2[CH2:4][CH2:3][N:2]1[CH3:1].